From a dataset of Full USPTO retrosynthesis dataset with 1.9M reactions from patents (1976-2016). Predict the reactants needed to synthesize the given product. (1) Given the product [NH4+:1].[OH-:17].[CH:9]1([CH2:8][N:6]2[CH:5]=[CH:4][S:3][C:2]2=[NH:1])[CH2:12][CH2:11][CH2:10]1, predict the reactants needed to synthesize it. The reactants are: [NH2:1][C:2]1[S:3][CH:4]=[CH:5][N:6]=1.Br[CH2:8][CH:9]1[CH2:12][CH2:11][CH2:10]1.C(Cl)Cl.C[OH:17]. (2) Given the product [CH3:30][C:29]([CH3:32])([CH3:31])[C:28]([NH:27][C:23]1[CH:22]=[C:21]([C:10]2[CH:9]=[C:8]3[C:13]([C:14]([C:15]4[CH:20]=[CH:19][CH:18]=[CH:17][CH:16]=4)=[C:6]([C:4]([OH:5])=[O:3])[N:7]3[CH2:34][C:35]3[CH:40]=[CH:39][CH:38]=[C:37]([O:41][C:42]([F:45])([F:43])[F:44])[CH:36]=3)=[CH:12][CH:11]=2)[CH:26]=[CH:25][CH:24]=1)=[O:33], predict the reactants needed to synthesize it. The reactants are: C([O:3][C:4]([C:6]1[N:7]([CH2:34][C:35]2[CH:40]=[CH:39][CH:38]=[C:37]([O:41][C:42]([F:45])([F:44])[F:43])[CH:36]=2)[C:8]2[C:13]([C:14]=1[C:15]1[CH:20]=[CH:19][CH:18]=[CH:17][CH:16]=1)=[CH:12][CH:11]=[C:10]([C:21]1[CH:26]=[CH:25][CH:24]=[C:23]([NH:27][C:28](=[O:33])[C:29]([CH3:32])([CH3:31])[CH3:30])[CH:22]=1)[CH:9]=2)=[O:5])C.[OH-].[K+].